From a dataset of Full USPTO retrosynthesis dataset with 1.9M reactions from patents (1976-2016). Predict the reactants needed to synthesize the given product. (1) Given the product [CH3:1][C:2]1([CH3:40])[N:6]([C:7]([O:9][C:10]([CH3:13])([CH3:12])[CH3:11])=[O:8])[C@@:5]([CH3:39])([C:14]2[S:50][C:17]([C:19]3[CH:24]=[CH:23][C:22]([O:25][CH2:26][CH2:27][CH2:28][CH2:29][CH2:30][CH2:31][CH2:32][CH3:33])=[C:21]([C:34]([F:37])([F:36])[F:35])[CH:20]=3)=[CH:16][N:15]=2)[CH2:4][O:3]1, predict the reactants needed to synthesize it. The reactants are: [CH3:1][C:2]1([CH3:40])[N:6]([C:7]([O:9][C:10]([CH3:13])([CH3:12])[CH3:11])=[O:8])[C@@:5]([CH3:39])([C:14](=O)[NH:15][CH2:16][C:17]([C:19]2[CH:24]=[CH:23][C:22]([O:25][CH2:26][CH2:27][CH2:28][CH2:29][CH2:30][CH2:31][CH2:32][CH3:33])=[C:21]([C:34]([F:37])([F:36])[F:35])[CH:20]=2)=O)[CH2:4][O:3]1.COC1C=CC(P2(SP(C3C=CC(OC)=CC=3)(=S)S2)=[S:50])=CC=1. (2) Given the product [O:2]1[CH2:6][CH2:5][CH:4]([CH2:7][NH:8][C:32]([C:29]2[CH:28]=[C:27]([CH2:26][O:25][CH2:24][C:23]3[CH:35]=[CH:36][CH:37]=[CH:38][C:22]=3[C:16]3[CH:21]=[CH:20][CH:19]=[CH:18][CH:17]=3)[O:31][N:30]=2)=[O:33])[CH2:3]1, predict the reactants needed to synthesize it. The reactants are: Cl.[O:2]1[CH2:6][CH2:5][CH:4]([CH2:7][NH2:8])[CH2:3]1.C(N(CC)CC)C.[C:16]1([C:22]2[CH:38]=[CH:37][CH:36]=[CH:35][C:23]=2[CH2:24][O:25][CH2:26][C:27]2[O:31][N:30]=[C:29]([C:32](O)=[O:33])[CH:28]=2)[CH:21]=[CH:20][CH:19]=[CH:18][CH:17]=1.ON1C2C=CC=CC=2N=N1.Cl.C(N=C=NCCCN(C)C)C.Cl.